This data is from Full USPTO retrosynthesis dataset with 1.9M reactions from patents (1976-2016). The task is: Predict the reactants needed to synthesize the given product. (1) Given the product [Br:1][C:2]1[CH:3]=[C:4]([CH:27]=[CH:28][C:29]=1[OH:30])[CH2:5][C@H:6]1[C@H:11]([OH:12])[C@@H:10]([NH:13][C@H:14]([C:16]2[CH:21]=[CH:20][CH:19]=[C:18]([CH:22]([CH3:24])[CH3:23])[CH:17]=2)[CH3:15])[CH2:9][S:8](=[O:25])(=[O:26])[CH2:7]1, predict the reactants needed to synthesize it. The reactants are: [Br:1][C:2]1[CH:3]=[C:4]([CH:27]=[CH:28][C:29]=1[O:30]C)[CH2:5][C@H:6]1[C@H:11]([OH:12])[C@@H:10]([NH:13][C@H:14]([C:16]2[CH:21]=[CH:20][CH:19]=[C:18]([CH:22]([CH3:24])[CH3:23])[CH:17]=2)[CH3:15])[CH2:9][S:8](=[O:26])(=[O:25])[CH2:7]1.B(Br)(Br)Br. (2) Given the product [CH2:1]([C:5]1[CH:10]=[CH:9][C:8]([C:11]2[O:15][N:14]=[C:13]([C:16]3[S:17][C:18]4[CH2:24][CH2:23][CH2:22][CH:21]([N:25]5[CH2:28][CH:27]([C:29]([OH:31])=[O:30])[CH2:26]5)[C:19]=4[CH:20]=3)[N:12]=2)=[CH:7][CH:6]=1)[CH:2]([CH3:4])[CH3:3], predict the reactants needed to synthesize it. The reactants are: [CH2:1]([C:5]1[CH:10]=[CH:9][C:8]([C:11]2[O:15][N:14]=[C:13]([C:16]3[S:17][C:18]4[CH2:24][CH2:23][CH2:22][CH:21]([N:25]5[CH2:28][CH:27]([C:29]([O:31]CC)=[O:30])[CH2:26]5)[C:19]=4[CH:20]=3)[N:12]=2)=[CH:7][CH:6]=1)[CH:2]([CH3:4])[CH3:3].O.[OH-].[Li+].C(O)(=O)C. (3) Given the product [ClH:12].[Cl:12][C:11]1[CH:7]=[C:3]([C:4]([NH2:6])=[O:5])[C:1](=[NH:2])[N:25]([CH2:24][C:22]2[CH:23]=[C:18]([O:17][CH3:16])[CH:19]=[CH:20][C:21]=2[S:26]([CH3:29])(=[O:28])=[O:27])[CH:10]=1, predict the reactants needed to synthesize it. The reactants are: [C:1]([CH:3]([CH:7]1[C:11]([Cl:12])=[C:10](Cl)C(=O)O1)[C:4]([NH2:6])=[O:5])#[N:2].Cl.[CH3:16][O:17][C:18]1[CH:19]=[CH:20][C:21]([S:26]([CH3:29])(=[O:28])=[O:27])=[C:22]([CH2:24][NH2:25])[CH:23]=1.C(=O)([O-])[O-].[K+].[K+].[OH-].[Na+]. (4) Given the product [CH2:1]([NH:8][CH2:9][CH:10]([C:11]([F:12])([F:14])[F:13])[C:15]([F:16])([F:17])[F:18])[C:2]1[CH:3]=[CH:4][CH:5]=[CH:6][CH:7]=1, predict the reactants needed to synthesize it. The reactants are: [CH2:1]([NH:8][C:9](=O)[CH:10]([C:15]([F:18])([F:17])[F:16])[C:11]([F:14])([F:13])[F:12])[C:2]1[CH:7]=[CH:6][CH:5]=[CH:4][CH:3]=1. (5) Given the product [Cl:32][C:29]1[CH:30]=[CH:31][C:26]([CH2:25][NH:24][C:21]2[N:20]=[N:19][C:18]([CH2:17][C:10]3[C:11]4[C:12](=[N:13][CH:14]=[CH:15][CH:16]=4)[NH:8][CH:9]=3)=[CH:23][CH:22]=2)=[CH:27][CH:28]=1, predict the reactants needed to synthesize it. The reactants are: C(OC([N:8]1[C:12]2=[N:13][CH:14]=[CH:15][CH:16]=[C:11]2[C:10]([CH2:17][C:18]2[N:19]=[N:20][C:21]([NH:24][CH2:25][C:26]3[CH:31]=[CH:30][C:29]([Cl:32])=[CH:28][CH:27]=3)=[CH:22][CH:23]=2)=[CH:9]1)=O)(C)(C)C.FC(F)(F)C(O)=O. (6) The reactants are: [Cl:1][C:2]1[CH:3]=[CH:4][C:5]([O:15][CH2:16][C:17]2[CH:22]=[CH:21][C:20]([Br:23])=[CH:19][C:18]=2[F:24])=[C:6]([C:8](=O)[CH2:9][CH2:10][C:11](=O)[CH3:12])[CH:7]=1.[CH3:25][O:26][C:27](=[O:36])[C:28]1[CH:33]=[C:32]([NH2:34])[CH:31]=[C:30]([NH2:35])[CH:29]=1.CC1C=CC(S(O)(=O)=O)=CC=1. Given the product [CH3:25][O:26][C:27](=[O:36])[C:28]1[CH:29]=[C:30]([NH2:35])[CH:31]=[C:32]([N:34]2[C:11]([CH3:12])=[CH:10][CH:9]=[C:8]2[C:6]2[CH:7]=[C:2]([Cl:1])[CH:3]=[CH:4][C:5]=2[O:15][CH2:16][C:17]2[CH:22]=[CH:21][C:20]([Br:23])=[CH:19][C:18]=2[F:24])[CH:33]=1, predict the reactants needed to synthesize it. (7) Given the product [OH:4][CH2:5][C:6]1[N:7]=[C:8]([C:12]([N:14]2[CH2:15][CH2:16][O:17][CH2:18][CH2:19]2)=[O:13])[CH:9]=[CH:10][CH:11]=1, predict the reactants needed to synthesize it. The reactants are: C([O:4][CH2:5][C:6]1[CH:11]=[CH:10][CH:9]=[C:8]([C:12]([N:14]2[CH2:19][CH2:18][O:17][CH2:16][CH2:15]2)=[O:13])[N:7]=1)(=O)C.[OH-].[K+]. (8) The reactants are: [CH3:1][O:2][C:3]1[CH:4]=[C:5]([C:15]2[C:19]3[CH2:20][CH2:21][CH2:22][CH:23]([OH:24])[C:18]=3[O:17][N:16]=2)[CH:6]=[CH:7][C:8]=1[N:9]1[CH:13]=[C:12]([CH3:14])[N:11]=[CH:10]1.[H-].[Na+].Br[CH2:28][C:29]1[CH:34]=[C:33]([F:35])[CH:32]=[C:31]([F:36])[CH:30]=1.O. Given the product [F:35][C:33]1[CH:34]=[C:29]([CH:30]=[C:31]([F:36])[CH:32]=1)[CH2:28][O:24][CH:23]1[C:18]2[O:17][N:16]=[C:15]([C:5]3[CH:6]=[CH:7][C:8]([N:9]4[CH:13]=[C:12]([CH3:14])[N:11]=[CH:10]4)=[C:3]([O:2][CH3:1])[CH:4]=3)[C:19]=2[CH2:20][CH2:21][CH2:22]1, predict the reactants needed to synthesize it.